This data is from Full USPTO retrosynthesis dataset with 1.9M reactions from patents (1976-2016). The task is: Predict the reactants needed to synthesize the given product. (1) Given the product [Cl:26][C:25]1[CH:2]=[CH:3][C:4]([O:5][CH:6]2[CH2:7][CH2:8][N:9]([S:12]([C:32]3[N:28]([CH3:27])[N:29]=[CH:30][C:31]=3[CH3:37])(=[O:13])=[O:14])[CH2:10][CH2:11]2)=[CH:23][CH:24]=1, predict the reactants needed to synthesize it. The reactants are: Cl[C:2]1[CH:3]=[C:4]([CH:23]=[CH:24][C:25]=1[Cl:26])[O:5][CH:6]1[CH2:11][CH2:10][N:9]([S:12](C2C(C)=NN(C)C=2C)(=[O:14])=[O:13])[CH2:8][CH2:7]1.[CH3:27][N:28]1[C:32](S(Cl)(=O)=O)=[C:31]([CH3:37])[CH:30]=[N:29]1.Cl.ClC1C=CC(OC2CCNCC2)=CC=1. (2) Given the product [CH3:1][O:2][C:3]1[CH:11]=[C:10]2[C:6]([CH2:7][N:8]([C:13]3[CH:14]=[C:15]4[C:20](=[CH:21][CH:22]=3)[NH:19][C:18](=[O:26])[CH:17]=[CH:16]4)[C:9]2=[O:12])=[CH:5][CH:4]=1, predict the reactants needed to synthesize it. The reactants are: [CH3:1][O:2][C:3]1[CH:11]=[C:10]2[C:6]([CH2:7][N:8]([C:13]3[CH:14]=[C:15]4[C:20](=[CH:21][CH:22]=3)[N+:19]([O-])=[CH:18][CH:17]=[CH:16]4)[C:9]2=[O:12])=[CH:5][CH:4]=1.C(OC(=O)C)(=[O:26])C. (3) Given the product [F:42][C:23]1[CH:22]=[C:21]([NH:20][C:18]([C:5]2[C:6](=[O:17])[N:7]([C:10]3[CH:11]=[CH:12][C:13]([F:16])=[CH:14][CH:15]=3)[CH:8]=[CH:9][C:4]=2[NH:46][CH3:50])=[O:19])[C:40]([F:41])=[CH:39][C:24]=1[O:25][C:26]1[CH:31]=[CH:30][N:29]=[C:28]([NH:32][C:33]([NH:44][CH3:43])=[O:34])[CH:27]=1, predict the reactants needed to synthesize it. The reactants are: C(O[C:4]1[CH:9]=[CH:8][N:7]([C:10]2[CH:15]=[CH:14][C:13]([F:16])=[CH:12][CH:11]=2)[C:6](=[O:17])[C:5]=1[C:18]([NH:20][C:21]1[C:40]([F:41])=[CH:39][C:24]([O:25][C:26]2[CH:31]=[CH:30][N:29]=[C:28]([NH:32][C:33](=O)[O:34]C(C)=C)[CH:27]=2)=[C:23]([F:42])[CH:22]=1)=[O:19])C.[CH3:43][NH2:44].C[N:46]1[CH2:50]CCC1. (4) Given the product [CH3:1][C:2]1[C:6]2[CH:7]=[C:8]([C:11]3[CH:16]=[CH:15][CH:14]=[CH:13][CH:12]=3)[CH:9]=[CH:10][C:5]=2[O:4][C:3]=1[C:17]([NH:19][C:20]1[CH:21]=[N:22][C:23]([N:26]2[CH2:31][CH2:30][CH:29]([CH2:32][O:33][C:34]3[CH:35]=[C:36]([CH:41]=[CH:42][CH:43]=3)[C:37]([OH:39])=[O:38])[CH2:28][CH2:27]2)=[N:24][CH:25]=1)=[O:18], predict the reactants needed to synthesize it. The reactants are: [CH3:1][C:2]1[C:6]2[CH:7]=[C:8]([C:11]3[CH:16]=[CH:15][CH:14]=[CH:13][CH:12]=3)[CH:9]=[CH:10][C:5]=2[O:4][C:3]=1[C:17]([NH:19][C:20]1[CH:21]=[N:22][C:23]([N:26]2[CH2:31][CH2:30][CH:29]([CH2:32][O:33][C:34]3[CH:35]=[C:36]([CH:41]=[CH:42][CH:43]=3)[C:37]([O:39]C)=[O:38])[CH2:28][CH2:27]2)=[N:24][CH:25]=1)=[O:18].O.O.[OH-].[Li+].Cl. (5) Given the product [C:1]([O:14][CH2:16][CH:17]1[CH2:22][CH:21]2[CH2:23][CH:18]1[CH2:19][CH2:20]2)(=[O:13])[CH2:2][CH2:3][CH2:4][CH2:5][CH2:6][CH2:7][CH2:8][CH2:9][C:10]([O:12][CH2:16][CH:17]1[CH2:22][CH:21]2[CH2:23][CH:18]1[CH2:19][CH2:20]2)=[O:11], predict the reactants needed to synthesize it. The reactants are: [C:1]([OH:14])(=[O:13])[CH2:2][CH2:3][CH2:4][CH2:5][CH2:6][CH2:7][CH2:8][CH2:9][C:10]([OH:12])=[O:11].O[CH2:16][CH:17]1[CH2:22][CH:21]2[CH2:23][CH:18]1[CH2:19][CH2:20]2. (6) Given the product [NH2:14][C:12]1[CH:11]=[CH:10][CH:9]=[C:8]2[C:13]=1[CH:5]1[CH2:4][CH:3]([O:2][CH3:1])[CH2:19][CH2:18][N:6]1[C:7]2=[O:17], predict the reactants needed to synthesize it. The reactants are: [CH3:1][O:2][CH:3]1[CH2:19][CH2:18][N:6]2[C:7](=[O:17])[C:8]3[C:13]([CH:5]2[CH2:4]1)=[C:12]([N+:14]([O-])=O)[CH:11]=[CH:10][CH:9]=3.